The task is: Predict which catalyst facilitates the given reaction.. This data is from Catalyst prediction with 721,799 reactions and 888 catalyst types from USPTO. (1) Reactant: [CH3:1][O:2][C:3](=[O:11])[C:4]1[CH:9]=[CH:8][C:7]([NH2:10])=[N:6][CH:5]=1.[Cl:12][C:13]1[CH:14]=[N:15][CH:16]=[CH:17][C:18]=1[CH:19]=O.C([SiH](CC)CC)C.FC(F)(F)C(O)=O. Product: [CH3:1][O:2][C:3](=[O:11])[C:4]1[CH:9]=[CH:8][C:7]([NH:10][CH2:19][C:18]2[CH:17]=[CH:16][N:15]=[CH:14][C:13]=2[Cl:12])=[N:6][CH:5]=1. The catalyst class is: 10. (2) Reactant: C(OC([N:8]1[C:13]2[CH:14]=[C:15]([Cl:20])[C:16]([O:18][CH3:19])=[CH:17][C:12]=2[O:11][CH:10]([C:21]([N:23]2[CH2:28][CH2:27][C:26]([C:36]#[N:37])([CH2:29][C:30]3[CH:35]=[CH:34][N:33]=[CH:32][CH:31]=3)[CH2:25][CH2:24]2)=[O:22])[CH2:9]1)=O)(C)(C)C.FC(F)(F)C(O)=O. Product: [Cl:20][C:15]1[C:16]([O:18][CH3:19])=[CH:17][C:12]2[O:11][CH:10]([C:21]([N:23]3[CH2:28][CH2:27][C:26]([CH2:29][C:30]4[CH:31]=[CH:32][N:33]=[CH:34][CH:35]=4)([C:36]#[N:37])[CH2:25][CH2:24]3)=[O:22])[CH2:9][NH:8][C:13]=2[CH:14]=1. The catalyst class is: 2. (3) Reactant: [C:1]1([NH:7]N)[CH:6]=[CH:5][CH:4]=[CH:3][CH:2]=1.[CH3:9][N:10]1[CH2:15][CH2:14][C:13](=O)[CH2:12][CH2:11]1.S(=O)(=O)(O)O.C(=O)(O)[O-].[Na+].[OH-].[Na+]. Product: [CH3:9][N:10]1[CH2:15][CH2:14][C:13]2[NH:7][C:1]3[CH:6]=[CH:5][CH:4]=[CH:3][C:2]=3[C:12]=2[CH2:11]1. The catalyst class is: 12. (4) Reactant: [C:1]([N:4]1[CH2:9][CH2:8][N:7]([CH2:10][C:11]2[CH:16]=[CH:15][C:14]([CH2:17][N:18]3[CH2:31][CH2:30][CH2:29][N:28](C(OC(C)(C)C)=O)[CH2:27][CH2:26][N:25](C(OC(C)(C)C)=O)[CH2:24][CH2:23][CH2:22][N:21](C(OC(C)(C)C)=O)[CH2:20][CH2:19]3)=[CH:13][CH:12]=2)[CH2:6][CH2:5]1)(=[O:3])[CH3:2].[ClH:53]. Product: [ClH:53].[ClH:53].[ClH:53].[ClH:53].[ClH:53].[C:1]([N:4]1[CH2:5][CH2:6][N:7]([CH2:10][C:11]2[CH:16]=[CH:15][C:14]([CH2:17][N:18]3[CH2:31][CH2:30][CH2:29][NH:28][CH2:27][CH2:26][NH:25][CH2:24][CH2:23][CH2:22][NH:21][CH2:20][CH2:19]3)=[CH:13][CH:12]=2)[CH2:8][CH2:9]1)(=[O:3])[CH3:2]. The catalyst class is: 12. (5) Reactant: [O:1]1[CH2:6][CH2:5][N:4]([CH2:7][C:8]2[N:9]=[C:10]([NH:13]C(=O)OC(C)(C)C)[S:11][CH:12]=2)[CH2:3][CH2:2]1.[F:21][C:22]([F:27])([F:26])[C:23]([OH:25])=[O:24]. Product: [F:21][C:22]([F:27])([F:26])[C:23]([OH:25])=[O:24].[O:1]1[CH2:6][CH2:5][N:4]([CH2:7][C:8]2[N:9]=[C:10]([NH2:13])[S:11][CH:12]=2)[CH2:3][CH2:2]1. The catalyst class is: 2. (6) Product: [C:14]([NH:22][C:23]1[CH:31]=[C:30]([I:32])[CH:29]=[CH:28][C:24]=1[C:25]([O:12][CH3:13])=[O:26])(=[O:21])[C:15]1[CH:16]=[CH:17][CH:18]=[CH:19][CH:20]=1. Reactant: C(=O)([O-])[O-].[K+].[K+].S([O:12][CH3:13])(OC)(=O)=O.[C:14]([NH:22][C:23]1[CH:31]=[C:30]([I:32])[CH:29]=[CH:28][C:24]=1[C:25](O)=[O:26])(=[O:21])[C:15]1[CH:20]=[CH:19][CH:18]=[CH:17][CH:16]=1.Cl. The catalyst class is: 434. (7) Reactant: C(O)(C(F)(F)F)=O.[Br:8][CH2:9][CH2:10][CH2:11][O:12][C:13]1[CH:57]=[CH:56][C:16]([CH2:17][NH:18][C:19]2[N:24]=[C:23]([O:25][CH2:26][C:27]([F:30])([F:29])[F:28])[N:22]=[C:21]([NH:31][C:32]3[CH:55]=[CH:54][C:35]([C:36]([N:38]4[CH2:53][CH2:52][C:40]5([CH2:44][N:43](C(OC(C)(C)C)=O)[CH2:42][CH2:41]5)[CH2:39]4)=[O:37])=[CH:34][CH:33]=3)[N:20]=2)=[CH:15][CH:14]=1. Product: [Br:8][CH2:9][CH2:10][CH2:11][O:12][C:13]1[CH:14]=[CH:15][C:16]([CH2:17][NH:18][C:19]2[N:24]=[C:23]([O:25][CH2:26][C:27]([F:29])([F:28])[F:30])[N:22]=[C:21]([NH:31][C:32]3[CH:33]=[CH:34][C:35]([C:36]([N:38]4[CH2:53][CH2:52][C:40]5([CH2:41][CH2:42][NH:43][CH2:44]5)[CH2:39]4)=[O:37])=[CH:54][CH:55]=3)[N:20]=2)=[CH:56][CH:57]=1. The catalyst class is: 2. (8) Reactant: C(OC([N:8]1[CH2:13][CH2:12][CH:11]([N:14]2[CH:18]=[C:17]([C:19]3[CH:20]=[N:21][C:22]([NH2:37])=[C:23]([O:25][C@@H:26]([C:28]4[C:33]([Cl:34])=[CH:32][CH:31]=[C:30]([F:35])[C:29]=4[Cl:36])[CH3:27])[CH:24]=3)[CH:16]=[N:15]2)[CH2:10][CH2:9]1)=O)(C)(C)C.Cl.O1CCOCC1. Product: [Cl:36][C:29]1[C:30]([F:35])=[CH:31][CH:32]=[C:33]([Cl:34])[C:28]=1[C@H:26]([O:25][C:23]1[C:22]([NH2:37])=[N:21][CH:20]=[C:19]([C:17]2[CH:16]=[N:15][N:14]([CH:11]3[CH2:12][CH2:13][NH:8][CH2:9][CH2:10]3)[CH:18]=2)[CH:24]=1)[CH3:27]. The catalyst class is: 2. (9) Reactant: Cl[C:2]1[N:7]=[CH:6][N:5]=[C:4]([NH:8][C:9]2[CH:14]=[CH:13][C:12]([P:15]([CH3:18])([CH3:17])=[O:16])=[CH:11][CH:10]=2)[CH:3]=1.C(N(CC)CC)C.[NH2:26][CH2:27][CH2:28][C:29]1[CH:34]=[CH:33][C:32]([S:35]([NH2:38])(=[O:37])=[O:36])=[CH:31][CH:30]=1. Product: [CH3:17][P:15]([C:12]1[CH:13]=[CH:14][C:9]([NH:8][C:4]2[N:5]=[CH:6][N:7]=[C:2]([NH:26][CH2:27][CH2:28][C:29]3[CH:30]=[CH:31][C:32]([S:35]([NH2:38])(=[O:36])=[O:37])=[CH:33][CH:34]=3)[CH:3]=2)=[CH:10][CH:11]=1)([CH3:18])=[O:16]. The catalyst class is: 8. (10) Reactant: [C:1]([C:4]1[C:12]2[O:11][C:10]([C:13]3[CH:32]=[CH:31][C:16]([CH2:17][CH2:18][N:19]([CH3:30])[C:20](=O)OCC4C=CC=CC=4)=[CH:15][CH:14]=3)=[N:9][C:8]=2[CH:7]=[CH:6][CH:5]=1)(=[O:3])[NH2:2].C=O.[H][H]. Product: [CH3:30][N:19]([CH3:20])[CH2:18][CH2:17][C:16]1[CH:15]=[CH:14][C:13]([C:10]2[O:11][C:12]3[C:4]([C:1]([NH2:2])=[O:3])=[CH:5][CH:6]=[CH:7][C:8]=3[N:9]=2)=[CH:32][CH:31]=1. The catalyst class is: 19.